From a dataset of Forward reaction prediction with 1.9M reactions from USPTO patents (1976-2016). Predict the product of the given reaction. (1) Given the reactants CC(OC(N[C@@H:9]([C:19]([OH:21])=[O:20])[CH2:10][C:11]1[CH:16]=[CH:15][C:14]([F:17])=[C:13]([F:18])[CH:12]=1)=O)(C)C.Cl.[O:23]1CCOCC1, predict the reaction product. The product is: [F:18][C:13]1[CH:12]=[C:11]([CH2:10][C@@H:9]([OH:23])[C:19]([OH:21])=[O:20])[CH:16]=[CH:15][C:14]=1[F:17]. (2) The product is: [Cl:1][C:2]1[CH:7]=[C:6]([N+:8]([O-:10])=[O:9])[CH:5]=[C:4]([Cl:11])[C:3]=1[S:13][C:14]1[CH:21]=[CH:20][C:17]([C:18]#[N:19])=[CH:16][CH:15]=1. Given the reactants [Cl:1][C:2]1[CH:7]=[C:6]([N+:8]([O-:10])=[O:9])[CH:5]=[C:4]([Cl:11])[C:3]=1F.[SH:13][C:14]1[CH:21]=[CH:20][C:17]([C:18]#[N:19])=[CH:16][CH:15]=1.C(=O)([O-])[O-].[K+].[K+].CN(C)C=O, predict the reaction product. (3) Given the reactants [C:1]([NH:9][CH2:10][CH2:11]/[CH:12]=[CH:13]/[CH2:14][C:15]([NH:17][C:18]1[CH:23]=[CH:22][CH:21]=[CH:20][C:19]=1[NH:24]C(=O)OC(C)(C)C)=[O:16])(=[O:8])[C:2]1[CH:7]=[CH:6][CH:5]=[CH:4][CH:3]=1.Cl.C([O-])([O-])=O.[K+].[K+], predict the reaction product. The product is: [NH2:24][C:19]1[CH:20]=[CH:21][CH:22]=[CH:23][C:18]=1[NH:17][C:15](=[O:16])[CH2:14]/[CH:13]=[CH:12]/[CH2:11][CH2:10][NH:9][C:1](=[O:8])[C:2]1[CH:3]=[CH:4][CH:5]=[CH:6][CH:7]=1. (4) Given the reactants [CH:1]([C:4]1[CH:5]=[C:6]([CH:31]=[CH:32][CH:33]=1)[O:7][C:8]1[CH:30]=[N:29][C:11]2[N:12]([CH3:28])[C:13](=[O:27])[N:14]([CH2:17][CH2:18][CH2:19][O:20][CH:21]3[CH2:26][CH2:25][CH2:24][CH2:23][O:22]3)[C:15](=[O:16])[C:10]=2[CH:9]=1)([CH3:3])[CH3:2].[Li+].CC([N-]C(C)C)C.[CH:42](=[O:49])[C:43]1[CH:48]=[CH:47][CH:46]=[CH:45][CH:44]=1, predict the reaction product. The product is: [OH:49][CH:42]([C:43]1[CH:48]=[CH:47][CH:46]=[CH:45][CH:44]=1)[C:9]1[C:10]2[C:15](=[O:16])[N:14]([CH2:17][CH2:18][CH2:19][O:20][CH:21]3[CH2:26][CH2:25][CH2:24][CH2:23][O:22]3)[C:13](=[O:27])[N:12]([CH3:28])[C:11]=2[N:29]=[CH:30][C:8]=1[O:7][C:6]1[CH:31]=[CH:32][CH:33]=[C:4]([CH:1]([CH3:3])[CH3:2])[CH:5]=1. (5) The product is: [F:22][C:23]([F:28])([F:27])[C:24]([OH:26])=[O:25].[NH2:14][CH:3]([C:4]1[CH:9]=[CH:8][CH:7]=[C:6]([C:10]([F:11])([F:12])[F:13])[CH:5]=1)[CH2:2][OH:1]. Given the reactants [OH:1][CH2:2][CH:3]([NH:14]C(=O)OC(C)(C)C)[C:4]1[CH:9]=[CH:8][CH:7]=[C:6]([C:10]([F:13])([F:12])[F:11])[CH:5]=1.[F:22][C:23]([F:28])([F:27])[C:24]([OH:26])=[O:25], predict the reaction product. (6) Given the reactants [Cl:1][C:2]1[CH:26]=[CH:25][C:5]([CH2:6][N:7]2[C:12](=[O:13])[C:11]([O:14][CH3:15])=[N:10][N:9]([C:16]3[CH:21]=[CH:20][CH:19]=[CH:18][C:17]=3[CH2:22]O)[C:8]2=[O:24])=[CH:4][CH:3]=1.P(Br)(Br)[Br:28], predict the reaction product. The product is: [Br:28][CH2:22][C:17]1[CH:18]=[CH:19][CH:20]=[CH:21][C:16]=1[N:9]1[C:8](=[O:24])[N:7]([CH2:6][C:5]2[CH:25]=[CH:26][C:2]([Cl:1])=[CH:3][CH:4]=2)[C:12](=[O:13])[C:11]([O:14][CH3:15])=[N:10]1.